This data is from Catalyst prediction with 721,799 reactions and 888 catalyst types from USPTO. The task is: Predict which catalyst facilitates the given reaction. (1) Reactant: [Cl:1][C:2]1[CH:7]=[CH:6][C:5]([CH3:8])=[CH:4][C:3]=1[O:9][CH3:10].[Br:11]N1C(=O)CCC1=O.N(C(C)(CC(OC)(C)C)C#N)=NC(C)(CC(C)(OC)C)C#N. Product: [Cl:1][C:2]1[CH:7]=[CH:6][C:5]([CH2:8][Br:11])=[CH:4][C:3]=1[O:9][CH3:10]. The catalyst class is: 4. (2) The catalyst class is: 24. Reactant: [OH:1][C:2]1[N:3]=[C:4]([C:16]2[CH:17]=[C:18]([CH:22]=[CH:23][CH:24]=2)[C:19]([OH:21])=[O:20])[N:5]([CH2:9][C:10]2[CH:15]=[CH:14][CH:13]=[CH:12][CH:11]=2)[C:6](=[O:8])[CH:7]=1.C(C1C=[C:29](C=CC=1)[C:30]([OH:32])=[O:31])#N.Cl.[O:37]1[CH2:42]COCC1.C([NH2:50])C1C=CC=CC=1.C(OCC)(=O)CC(OCC)=O.C[O-].[Na+]. Product: [C:30]([CH2:29][NH:50][C:42]([C:7]1[C:6](=[O:8])[N:5]([CH2:9][C:10]2[CH:11]=[CH:12][CH:13]=[CH:14][CH:15]=2)[C:4]([C:16]2[CH:17]=[C:18]([CH:22]=[CH:23][CH:24]=2)[C:19]([OH:21])=[O:20])=[N:3][C:2]=1[OH:1])=[O:37])([OH:32])=[O:31]. (3) Reactant: [Si:1]([O:8][C@H:9](/[CH:13]=[CH:14]/[CH2:15][CH2:16][CH2:17][CH3:18])[C@H:10]([OH:12])[CH3:11])([C:4]([CH3:7])([CH3:6])[CH3:5])([CH3:3])[CH3:2].[Si:19]([O:26][C@@H:27]([C@H:29]([OH:36])/[CH:30]=[CH:31]/[CH2:32][CH2:33][CH2:34][CH3:35])[CH3:28])([C:22]([CH3:25])([CH3:24])[CH3:23])([CH3:21])[CH3:20]. Product: [Si:1]([O:8][C@H:9]([CH2:13][CH2:14][CH2:15][CH2:16][CH2:17][CH3:18])[C@H:10]([OH:12])[CH3:11])([C:4]([CH3:7])([CH3:6])[CH3:5])([CH3:3])[CH3:2].[Si:19]([O:26][C@@H:27]([C@H:29]([OH:36])[CH2:30][CH2:31][CH2:32][CH2:33][CH2:34][CH3:35])[CH3:28])([C:22]([CH3:23])([CH3:25])[CH3:24])([CH3:21])[CH3:20]. The catalyst class is: 604. (4) Reactant: [H-].[Na+].[CH3:3][CH:4]1[CH2:8][CH2:7][CH2:6][N:5]1[CH2:9][CH2:10][CH2:11][OH:12].Cl[C:14]1[N:19]=[CH:18][C:17]([C:20]2[S:21][C:22]([C:26]([N:28]3[CH2:33][CH2:32][O:31][CH2:30][CH2:29]3)=[O:27])=[C:23]([CH3:25])[N:24]=2)=[CH:16][CH:15]=1. Product: [CH3:25][C:23]1[N:24]=[C:20]([C:17]2[CH:18]=[N:19][C:14]([O:12][CH2:11][CH2:10][CH2:9][N:5]3[CH2:6][CH2:7][CH2:8][CH:4]3[CH3:3])=[CH:15][CH:16]=2)[S:21][C:22]=1[C:26]([N:28]1[CH2:33][CH2:32][O:31][CH2:30][CH2:29]1)=[O:27]. The catalyst class is: 9. (5) Reactant: FC(F)(F)C(O)=O.[CH3:8][O:9][CH2:10][CH2:11][N:12]1[CH2:18][C@H:17]([C:19]2[CH:24]=[CH:23][CH:22]=[CH:21][CH:20]=2)[CH2:16][CH2:15][C@@H:14]([NH:25]C(=O)OC(C)(C)C)[C:13]1=[O:33]. Product: [NH2:25][C@@H:14]1[CH2:15][CH2:16][C@@H:17]([C:19]2[CH:20]=[CH:21][CH:22]=[CH:23][CH:24]=2)[CH2:18][N:12]([CH2:11][CH2:10][O:9][CH3:8])[C:13]1=[O:33]. The catalyst class is: 4. (6) Reactant: [OH:1][C:2]1[CH:9]=[CH:8][C:5]([CH:6]=[O:7])=[CH:4][CH:3]=1.C([O-])([O-])=O.[K+].[K+].Br[C:17]1[CH:22]=[CH:21][C:20]([N+:23]([O-:25])=[O:24])=[CH:19][CH:18]=1.O. Product: [N+:23]([C:20]1[CH:21]=[CH:22][C:17]([O:1][C:2]2[CH:9]=[CH:8][C:5]([CH:6]=[O:7])=[CH:4][CH:3]=2)=[CH:18][CH:19]=1)([O-:25])=[O:24]. The catalyst class is: 3. (7) Reactant: [C:1]1([CH3:12])[CH:6]=[CH:5][CH:4]=[C:3]([CH:7]([CH3:11])[C:8](O)=[O:9])[CH:2]=1.C(N(CC)CC)C.ClC(OCC)=O.[N-:26]=[N+:27]=[N-:28].[Na+]. Product: [C:1]1([CH3:12])[CH:6]=[CH:5][CH:4]=[C:3]([CH:7]([CH3:11])[C:8]([N:26]=[N+:27]=[N-:28])=[O:9])[CH:2]=1. The catalyst class is: 20.